Dataset: Full USPTO retrosynthesis dataset with 1.9M reactions from patents (1976-2016). Task: Predict the reactants needed to synthesize the given product. (1) Given the product [C:6]1(=[O:13])[C:7]2[C:12](=[CH:11][CH:10]=[CH:9][CH:8]=2)[C:3]([CH:2]=[O:1])=[N:4][NH:5]1, predict the reactants needed to synthesize it. The reactants are: [OH:1][CH2:2][C:3]1[C:12]2[C:7](=[CH:8][CH:9]=[CH:10][CH:11]=2)[C:6](=[O:13])[NH:5][N:4]=1.C(N(CC)CC)C.C([O-])([O-])=O.[Na+].[Na+].CCOC(C)=O. (2) Given the product [Cl:1][C:2]1[C:11]2[C:6](=[CH:7][C:8]([F:13])=[CH:9][C:10]=2[F:12])[N:5]=[C:4]([C:14]2[CH:19]=[CH:18][C:17]([N:22]3[CH2:26][CH2:25][CH:24]([OH:27])[CH2:23]3)=[N:16][CH:15]=2)[C:3]=1[CH3:21], predict the reactants needed to synthesize it. The reactants are: [Cl:1][C:2]1[C:11]2[C:6](=[CH:7][C:8]([F:13])=[CH:9][C:10]=2[F:12])[N:5]=[C:4]([C:14]2[CH:15]=[N:16][C:17](F)=[CH:18][CH:19]=2)[C:3]=1[CH3:21].[NH:22]1[CH2:26][CH2:25][CH:24]([OH:27])[CH2:23]1.C(=O)([O-])[O-].[K+].[K+].O. (3) Given the product [C:15]([CH2:14][NH:13][C:11](=[O:12])[C@@H:10]([O:9][CH:8]([C:21]1[CH:26]=[CH:25][CH:24]=[CH:23][CH:22]=1)[C:5]1[CH:4]=[CH:3][C:2]([C:36]2[CH:35]=[CH:34][C:33]([N:27]3[CH2:28][CH2:29][NH:30][CH2:31][CH2:32]3)=[CH:38][CH:37]=2)=[CH:7][N:6]=1)[CH2:17][CH:18]([CH3:20])[CH3:19])#[N:16], predict the reactants needed to synthesize it. The reactants are: Br[C:2]1[CH:3]=[CH:4][C:5]([CH:8]([C:21]2[CH:26]=[CH:25][CH:24]=[CH:23][CH:22]=2)[O:9][C@@H:10]([CH2:17][CH:18]([CH3:20])[CH3:19])[C:11]([NH:13][CH2:14][C:15]#[N:16])=[O:12])=[N:6][CH:7]=1.[N:27]1([C:33]2[CH:38]=[CH:37][C:36](B(O)O)=[CH:35][CH:34]=2)[CH2:32][CH2:31][NH:30][CH2:29][CH2:28]1.C(Cl)Cl.C(=O)([O-])[O-].[Na+].[Na+]. (4) Given the product [F:1][C:2]1[CH:7]=[CH:6][C:5]([C:8]2[C:9]([C:10]3[CH:15]=[CH:14][N:13]=[C:12]([S:16][CH3:17])[N:11]=3)=[C:27]3[N:22]([CH2:23][O:24][CH2:25][CH2:26]3)[N:21]=2)=[CH:4][CH:3]=1, predict the reactants needed to synthesize it. The reactants are: [F:1][C:2]1[CH:7]=[CH:6][C:5]([C:8]#[C:9][C:10]2[CH:15]=[CH:14][N:13]=[C:12]([S:16][CH3:17])[N:11]=2)=[CH:4][CH:3]=1.OC1O[N:21]=[N+:22]2[C:27]=1[CH:26]=[CH:25][O:24][CH2:23]2. (5) Given the product [OH:29][CH2:28][C:27]1[C:26]([C:4]2[CH:5]=[C:6]([NH:9][C:10]3[CH:15]=[CH:14][C:13]([N:16]4[CH2:17][CH2:18][N:19]([CH:22]5[CH2:23][O:24][CH2:25]5)[CH2:20][CH2:21]4)=[CH:12][N:11]=3)[C:7](=[O:8])[N:2]([CH3:1])[CH:3]=2)=[N:33][CH:32]=[CH:31][C:30]=1[N:34]1[CH2:46][CH2:45][N:37]2[C:38]3[CH2:39][CH2:40][CH2:41][CH2:42][C:43]=3[CH:44]=[C:36]2[C:35]1=[O:47], predict the reactants needed to synthesize it. The reactants are: [CH3:1][N:2]1[C:7](=[O:8])[C:6]([NH:9][C:10]2[CH:15]=[CH:14][C:13]([N:16]3[CH2:21][CH2:20][N:19]([CH:22]4[CH2:25][O:24][CH2:23]4)[CH2:18][CH2:17]3)=[CH:12][N:11]=2)=[CH:5][C:4]([C:26]2[N:33]=[CH:32][CH:31]=[C:30]([N:34]3[CH2:46][CH2:45][N:37]4[C:38]5[CH2:39][CH2:40][CH2:41][CH2:42][C:43]=5[CH:44]=[C:36]4[C:35]3=[O:47])[C:27]=2[CH:28]=[O:29])=[CH:3]1.[BH4-].[Na+]. (6) Given the product [Cl:21][C:8]1[CH:9]=[C:10]([NH:13][S:14]([C:17]([F:20])([F:19])[F:18])(=[O:16])=[O:15])[CH:11]=[CH:12][C:7]=1[C:5]1[N:6]=[C:2]([C:25]2[CH:26]=[CH:27][CH:28]=[CH:29][C:24]=2[CH2:23][OH:34])[S:3][CH:4]=1, predict the reactants needed to synthesize it. The reactants are: Br[C:2]1[S:3][CH:4]=[C:5]([C:7]2[CH:12]=[CH:11][C:10]([NH:13][S:14]([C:17]([F:20])([F:19])[F:18])(=[O:16])=[O:15])=[CH:9][C:8]=2[Cl:21])[N:6]=1.Br[CH2:23][C:24]1[CH:29]=[CH:28][CH:27]=[CH:26][C:25]=1B(O)O.C(=O)([O-])[O-:34].[Na+].[Na+].CN(C)C=O. (7) Given the product [CH3:6][C:7]([Si:10]([C:17]1[CH:22]=[CH:21][CH:20]=[CH:19][CH:18]=1)([C:11]1[CH:16]=[CH:15][CH:14]=[CH:13][CH:12]=1)[O:31][CH2:32][C@@H:33]([NH:38][C:39]([O:41][CH2:42][C:43]1[CH:44]=[CH:45][CH:46]=[CH:47][CH:48]=1)=[O:40])[CH2:34][C:35]([OH:37])=[O:36])([CH3:9])[CH3:8], predict the reactants needed to synthesize it. The reactants are: N1C=CN=C1.[CH3:6][C:7]([Si:10](Cl)([C:17]1[CH:22]=[CH:21][CH:20]=[CH:19][CH:18]=1)[C:11]1[CH:16]=[CH:15][CH:14]=[CH:13][CH:12]=1)([CH3:9])[CH3:8].Cl.C([O-])([O-])=O.[K+].[K+].[OH:31][CH2:32][C@@H:33]([NH:38][C:39]([O:41][CH2:42][C:43]1[CH:48]=[CH:47][CH:46]=[CH:45][CH:44]=1)=[O:40])[CH2:34][C:35]([OH:37])=[O:36]. (8) The reactants are: C(OC([NH:8][C:9]1([CH3:48])[CH2:15][CH2:14][N:13]([C:16]2[N:20]([CH3:21])[N:19]=[CH:18][C:17]=2[NH:22][C:23]([C:25]2[N:26]=[C:27]([C:38]3[C:43]([F:44])=[CH:42][CH:41]=[CH:40][C:39]=3[F:45])[S:28][C:29]=2[NH:30]C(=O)OC(C)(C)C)=[O:24])[CH2:12][C:11]([F:47])([F:46])[CH2:10]1)=O)(C)(C)C.Cl.O1CCOCC1. Given the product [NH2:30][C:29]1[S:28][C:27]([C:38]2[C:39]([F:45])=[CH:40][CH:41]=[CH:42][C:43]=2[F:44])=[N:26][C:25]=1[C:23]([NH:22][C:17]1[CH:18]=[N:19][N:20]([CH3:21])[C:16]=1[N:13]1[CH2:14][CH2:15][C:9]([NH2:8])([CH3:48])[CH2:10][C:11]([F:46])([F:47])[CH2:12]1)=[O:24], predict the reactants needed to synthesize it. (9) Given the product [NH2:17][C:15]([C:14]1[C:10]([C:7]2[CH:8]=[CH:9][C:4]([N+:1]([O-:3])=[O:2])=[CH:5][CH:6]=2)=[N:11][S:12][C:13]=1[NH:18][C:19]([NH:21][CH2:25][CH2:24][CH2:23][C:22]([OH:28])=[O:26])=[O:20])=[O:16], predict the reactants needed to synthesize it. The reactants are: [N+:1]([C:4]1[CH:9]=[CH:8][C:7]([C:10]2[C:14]([C:15]([NH2:17])=[O:16])=[C:13]([NH:18][C:19]([N:21]3[CH2:25][CH2:24][CH2:23][C:22]3=[O:26])=[O:20])[S:12][N:11]=2)=[CH:6][CH:5]=1)([O-:3])=[O:2].Cl.[OH-:28].[Na+]. (10) Given the product [CH:1]1([C:7]2[C:15]3[C:10](=[CH:11][C:12]([C:16]([OH:18])=[O:17])=[CH:13][CH:14]=3)[N:9]([CH2:19][C:20]([N:22]3[CH2:27][CH2:26][O:25][CH2:24][CH2:23]3)=[O:21])[C:8]=2[C:28]2[CH:29]=[C:30]3[C:35](=[CH:36][C:37]=2[F:54])[N:34]=[C:33]([C:39]2[S:43][C:42]([CH3:44])=[N:41][C:40]=2[CH3:45])[CH:32]=[CH:31]3)[CH2:6][CH2:5][CH2:4][CH2:3][CH2:2]1, predict the reactants needed to synthesize it. The reactants are: [CH:1]1([C:7]2[C:15]3[C:10](=[CH:11][C:12]([C:16]([OH:18])=[O:17])=[CH:13][CH:14]=3)[N:9]([CH2:19][C:20]([N:22]3[CH2:27][CH2:26][O:25][CH2:24][CH2:23]3)=[O:21])[C:8]=2[C:28]2[CH:29]=[C:30]3[C:35](=[C:36](F)[CH:37]=2)[N:34]=[C:33]([C:39]2[S:43][C:42]([CH3:44])=[N:41][C:40]=2[CH3:45])[CH:32]=[CH:31]3)[CH2:6][CH2:5][CH2:4][CH2:3][CH2:2]1.BrC1C=CC(N)=C([F:54])C=1.BrC1C=CC(N)=CC=1F.